From a dataset of Reaction yield outcomes from USPTO patents with 853,638 reactions. Predict the reaction yield, written as a fraction of the theoretical maximum amount of product (1.0 means a 100% yield; for example, 0.34 means a 34% yield). (1) The reactants are C([O:5][C:6]([CH2:8][N:9]1[C:14](=[O:15])[CH:13]=[CH:12][C:11]([C:16]2[CH:26]=[CH:25][C:19]([C:20]([O:22][CH2:23][CH3:24])=[O:21])=[CH:18][CH:17]=2)=[CH:10]1)=[O:7])(C)(C)C.FC(F)(F)C(O)=O. The catalyst is C(Cl)Cl.O. The product is [C:6]([CH2:8][N:9]1[C:14](=[O:15])[CH:13]=[CH:12][C:11]([C:16]2[CH:17]=[CH:18][C:19]([C:20]([O:22][CH2:23][CH3:24])=[O:21])=[CH:25][CH:26]=2)=[CH:10]1)([OH:7])=[O:5]. The yield is 0.939. (2) The reactants are [F:1][C:2]1[CH:7]=[CH:6][CH:5]=[CH:4][C:3]=1[C:8]1[NH:16][C:11]2=[CH:12][N:13]=[CH:14][CH:15]=[C:10]2[CH:9]=1.[OH-:17].[Na+].Cl[CH2:20][C:21]1[O:25][N:24]=[C:23]([C:26]2[CH:31]=[CH:30][C:29]([F:32])=[CH:28][C:27]=2[C:33]([F:36])([F:35])[F:34])[CH:22]=1.CN([CH:40]=[O:41])C. No catalyst specified. The product is [F:34][C:33]([F:36])([F:35])[C:40]([O-:41])=[O:17].[F:1][C:2]1[CH:7]=[CH:6][CH:5]=[CH:4][C:3]=1[C:8]1[CH:9]=[C:10]2[CH:15]=[CH:14][N:13]([CH2:20][C:21]3[O:25][N:24]=[C:23]([C:26]4[CH:31]=[CH:30][C:29]([F:32])=[CH:28][C:27]=4[C:33]([F:36])([F:34])[F:35])[CH:22]=3)[CH:12]=[C:11]2[NH+:16]=1. The yield is 0.810.